This data is from Reaction yield outcomes from USPTO patents with 853,638 reactions. The task is: Predict the reaction yield, written as a fraction of the theoretical maximum amount of product (1.0 means a 100% yield; for example, 0.34 means a 34% yield). (1) The reactants are [NH2:1][C:2]1[CH:3]=[CH:4][C:5]([C:13]([O:15][CH3:16])=[O:14])=[C:6]2[C:10]=1[O:9][C:8]([CH3:12])([CH3:11])[CH2:7]2.Cl[C:18]1[N:27]=[CH:26][C:25]2[N:24]([CH3:28])[C:23](=[O:29])[C@@H:22]([CH2:30][CH3:31])[N:21]([CH:32]3[CH2:36][CH2:35][CH2:34][CH2:33]3)[C:20]=2[N:19]=1.C1(C)C=CC(S(O)(=O)=O)=CC=1.C(=O)(O)[O-].[Na+]. The catalyst is CC(O)CC(C)C. The product is [CH:32]1([N:21]2[C:20]3[N:19]=[C:18]([NH:1][C:2]4[CH:3]=[CH:4][C:5]([C:13]([O:15][CH3:16])=[O:14])=[C:6]5[C:10]=4[O:9][C:8]([CH3:12])([CH3:11])[CH2:7]5)[N:27]=[CH:26][C:25]=3[N:24]([CH3:28])[C:23](=[O:29])[C@H:22]2[CH2:30][CH3:31])[CH2:33][CH2:34][CH2:35][CH2:36]1. The yield is 1.00. (2) The reactants are [O:1]1[CH2:5][CH2:4]OC1=O.[CH3:7][C:8]1([CH3:20])[C:12]([CH3:14])([CH3:13])[O:11][B:10]([C:15]2[CH:16]=[N:17][NH:18][CH:19]=2)[O:9]1.[OH-].[Na+].C. The catalyst is CN(C)C=O. The product is [CH3:7][C:8]1([CH3:20])[C:12]([CH3:13])([CH3:14])[O:11][B:10]([C:15]2[CH:19]=[N:18][N:17]([CH2:4][CH2:5][OH:1])[CH:16]=2)[O:9]1. The yield is 0.910. (3) The reactants are [CH3:1][O:2][C:3]1[CH:4]=[N:5][CH:6]=[C:7]([O:9][CH3:10])[CH:8]=1.[Li]CCCC.CN([CH:19]=[O:20])C. The catalyst is C1COCC1. The product is [CH3:10][O:9][C:7]1[CH:6]=[N:5][CH:4]=[C:3]([O:2][CH3:1])[C:8]=1[CH:19]=[O:20]. The yield is 0.620.